Dataset: Full USPTO retrosynthesis dataset with 1.9M reactions from patents (1976-2016). Task: Predict the reactants needed to synthesize the given product. (1) Given the product [ClH:33].[CH3:1][O:2][C:3]1[CH:12]=[C:11]2[C:6]([C:7]([O:14][C@H:15]3[CH2:19][NH:18][C@H:17]([C:27]([O:29][CH3:30])=[O:28])[CH2:16]3)=[CH:8][C:9](=[O:13])[NH:10]2)=[CH:5][C:4]=1[CH:31]=[CH2:32], predict the reactants needed to synthesize it. The reactants are: [CH3:1][O:2][C:3]1[CH:12]=[C:11]2[C:6]([C:7]([O:14][C@H:15]3[CH2:19][N:18](C(OC(C)(C)C)=O)[C@H:17]([C:27]([O:29][CH3:30])=[O:28])[CH2:16]3)=[CH:8][C:9](=[O:13])[NH:10]2)=[CH:5][C:4]=1[CH:31]=[CH2:32].[ClH:33]. (2) Given the product [CH:1]1[C:10]2[C:5](=[CH:6][CH:7]=[CH:8][CH:9]=2)[CH:4]=[CH:3][C:2]=1[C:11]1([CH2:16][C:36]#[N:37])[CH2:15][CH2:14][CH2:13][CH2:12]1, predict the reactants needed to synthesize it. The reactants are: [CH:1]1[C:10]2[C:5](=[CH:6][CH:7]=[CH:8][CH:9]=2)[CH:4]=[CH:3][C:2]=1[C:11]1([CH2:16]OS(C)(=O)=O)[CH2:15][CH2:14][CH2:13][CH2:12]1.ClC1C=CC(Cl)=CC=1C1(C[C:36]#[N:37])CCCC1.